This data is from Reaction yield outcomes from USPTO patents with 853,638 reactions. The task is: Predict the reaction yield, written as a fraction of the theoretical maximum amount of product (1.0 means a 100% yield; for example, 0.34 means a 34% yield). The reactants are [CH3:1][C:2]1[N:3]([CH:15]([CH:17]2[CH2:22][CH2:21][O:20][CH2:19][CH2:18]2)[CH3:16])[C:4]2[C:9]([C:10]=1[C:11]([O:13]C)=[O:12])=[CH:8][CH:7]=[CH:6][CH:5]=2.C(O)C.[OH-].[Na+]. No catalyst specified. The product is [CH3:1][C:2]1[N:3]([CH:15]([CH:17]2[CH2:18][CH2:19][O:20][CH2:21][CH2:22]2)[CH3:16])[C:4]2[C:9]([C:10]=1[C:11]([OH:13])=[O:12])=[CH:8][CH:7]=[CH:6][CH:5]=2. The yield is 0.930.